Predict the product of the given reaction. From a dataset of Forward reaction prediction with 1.9M reactions from USPTO patents (1976-2016). (1) Given the reactants [Cl:1][C:2]1[C:10]([I:11])=[CH:9][C:5]([C:6](O)=[O:7])=[C:4]([CH3:12])[CH:3]=1, predict the reaction product. The product is: [Cl:1][C:2]1[C:10]([I:11])=[CH:9][C:5]([CH2:6][OH:7])=[C:4]([CH3:12])[CH:3]=1. (2) The product is: [Br:1][C:2]1[CH:3]=[CH:4][C:5]([CH2:8][CH2:9][CH2:10][C:11]([NH:13][C:14]2[CH:15]=[CH:16][C:17]([S:30][CH:31]([CH3:33])[CH3:32])=[C:18]([CH:29]=2)[CH2:19][N:20]([CH3:28])[C:21](=[O:27])[O:22][C:23]([CH3:26])([CH3:25])[CH3:24])=[O:12])=[CH:6][CH:7]=1. Given the reactants [Br:1][C:2]1[CH:7]=[CH:6][C:5]([CH2:8][CH2:9][CH2:10][C:11]([NH:13][C:14]2[CH:15]=[CH:16][C:17]([S:30][CH2:31][CH3:32])=[C:18]([CH:29]=2)[CH2:19][N:20]([CH3:28])[C:21](=[O:27])[O:22][C:23]([CH3:26])([CH3:25])[CH3:24])=[O:12])=[CH:4][CH:3]=1.[C:33](C1C(N)=CC(CN(C)C(=O)[O-])=C(SC(C)C)C=1)(C)(C)C.BrC1C=CC(C(CC)C(O)=O)=CC=1, predict the reaction product. (3) The product is: [CH2:3]([S:6][C:7]1[N:12]=[C:11]([N:13]2[CH2:18][CH2:17][CH2:16][C@@H:15]([CH2:19][C:20]([OH:22])=[O:21])[CH2:14]2)[CH:10]=[CH:9][C:8]=1[C:24](=[O:32])[NH:25][CH:26]1[CH2:31][CH2:30][O:29][CH2:28][CH2:27]1)[CH2:4][CH3:5]. Given the reactants [OH-].[Li+].[CH2:3]([S:6][C:7]1[N:12]=[C:11]([N:13]2[CH2:18][CH2:17][CH2:16][C@@H:15]([CH2:19][C:20]([O:22]C)=[O:21])[CH2:14]2)[CH:10]=[CH:9][C:8]=1[C:24](=[O:32])[NH:25][CH:26]1[CH2:31][CH2:30][O:29][CH2:28][CH2:27]1)[CH2:4][CH3:5].Cl, predict the reaction product. (4) Given the reactants [F:1][C:2]([F:48])([F:47])[S:3](OC1C(C)(C)[C@H]2[C@](C)(CC=1)[C@@H]1[C@](C)([C@@]3(C)[C@H](CC1)[C@H]1[C@H](C(C)=C)CC[C@]1(NCCN1CCS(=O)(=O)CC1)CC3)CC2)(=[O:5])=[O:4].[C:49]([NH:52][C:53]1([C:60]([O:62][CH3:63])=[O:61])[CH2:58][CH2:57][C:56](=[O:59])[CH2:55][CH2:54]1)(=[O:51])[CH3:50], predict the reaction product. The product is: [C:49]([NH:52][C:53]1([C:60]([O:62][CH3:63])=[O:61])[CH2:54][CH2:55][C:56]([O:59][S:3]([C:2]([F:48])([F:47])[F:1])(=[O:5])=[O:4])=[CH:57][CH2:58]1)(=[O:51])[CH3:50].[C:49]([NH:52][C:53]1([C:60]([O-:62])=[O:61])[CH2:54][CH2:55][C:56](=[O:59])[CH2:57][CH2:58]1)(=[O:51])[CH3:50].